From a dataset of Full USPTO retrosynthesis dataset with 1.9M reactions from patents (1976-2016). Predict the reactants needed to synthesize the given product. (1) The reactants are: [CH2:1]([N:8]([CH2:31][CH2:32][OH:33])[CH2:9][C@@H:10]([C:19]1[CH:20]=[CH:21][C:22]([Cl:30])=[C:23]([NH:25][S:26]([CH3:29])(=[O:28])=[O:27])[CH:24]=1)[O:11][Si:12]([CH2:17][CH3:18])([CH2:15][CH3:16])[CH2:13][CH3:14])[C:2]1[CH:7]=[CH:6][CH:5]=[CH:4][CH:3]=1.C(N(CC)CC)C.[CH3:41][C:42]([O:45][C:46](O[C:46]([O:45][C:42]([CH3:44])([CH3:43])[CH3:41])=[O:47])=[O:47])([CH3:44])[CH3:43]. Given the product [CH2:1]([N:8]([CH2:31][CH2:32][OH:33])[CH2:9][C@@H:10]([C:19]1[CH:20]=[CH:21][C:22]([Cl:30])=[C:23]([N:25]([S:26]([CH3:29])(=[O:28])=[O:27])[C:46](=[O:47])[O:45][C:42]([CH3:44])([CH3:43])[CH3:41])[CH:24]=1)[O:11][Si:12]([CH2:13][CH3:14])([CH2:15][CH3:16])[CH2:17][CH3:18])[C:2]1[CH:7]=[CH:6][CH:5]=[CH:4][CH:3]=1, predict the reactants needed to synthesize it. (2) Given the product [CH:46]([C:43]1[CH:44]=[CH:45][C:40]([C:29]2[C:30]3[C:35](=[CH:34][CH:33]=[C:32]([O:36][CH2:37][C:38]#[CH:39])[CH:31]=3)[N:26]([CH2:25][C:24]3[CH:23]=[CH:22][C:21]([O:20][C:1](=[O:2])[N:10]([CH2:9][CH2:8][CH2:7][N:6]([CH3:12])[CH3:5])[CH3:11])=[CH:51][CH:50]=3)[C:27](=[O:49])[N:28]=2)=[CH:41][CH:42]=1)([CH3:47])[CH3:48], predict the reactants needed to synthesize it. The reactants are: [C:1](Cl)(Cl)=[O:2].[CH3:5][N:6]([CH3:12])[CH2:7][CH2:8][CH2:9][NH:10][CH3:11].C(N(CC)CC)C.[OH:20][C:21]1[CH:51]=[CH:50][C:24]([CH2:25][N:26]2[C:35]3[C:30](=[CH:31][C:32]([O:36][CH2:37][C:38]#[CH:39])=[CH:33][CH:34]=3)[C:29]([C:40]3[CH:45]=[CH:44][C:43]([CH:46]([CH3:48])[CH3:47])=[CH:42][CH:41]=3)=[N:28][C:27]2=[O:49])=[CH:23][CH:22]=1.N.[OH-].[Na+]. (3) Given the product [Cl:1][C:2]1[CH:3]=[C:4]([C:8]2[C:17]3[C:12](=[CH:13][CH:14]=[C:15]([C:18](=[O:19])[C:20]4[CH:25]=[CH:24][CH:23]=[C:22]([I:26])[CH:21]=4)[CH:16]=3)[NH:11][C:10](=[O:27])[CH:9]=2)[CH:5]=[CH:6][CH:7]=1, predict the reactants needed to synthesize it. The reactants are: [Cl:1][C:2]1[CH:3]=[C:4]([C:8]2[C:17]3[C:12](=[CH:13][CH:14]=[C:15]([C:18]([C:20]4[CH:25]=[CH:24][CH:23]=[C:22]([I:26])[CH:21]=4)=[O:19])[CH:16]=3)[N:11]=[C:10]([O:27]C)[CH:9]=2)[CH:5]=[CH:6][CH:7]=1.C(=O)([O-])[O-].[K+].[K+]. (4) Given the product [CH3:14][O:15][C:16]1[CH:23]=[C:22]([C:1]2[CH:6]=[CH:5][CH:4]=[CH:3][CH:2]=2)[CH:21]=[CH:20][C:17]=1[CH:18]=[O:19], predict the reactants needed to synthesize it. The reactants are: [C:1]1(C)[CH:6]=[CH:5][CH:4]=[CH:3][CH:2]=1.C(=O)([O-])[O-].[Na+].[Na+].[CH3:14][O:15][C:16]1[CH:23]=[C:22](Br)[CH:21]=[CH:20][C:17]=1[CH:18]=[O:19].C1(B(O)O)C=CC=CC=1. (5) Given the product [O:18]=[C:15]1[CH:14]=[CH:13][C:12]2[C:17](=[C:8]([N:2]3[CH2:7][CH2:6][N:5]([CH2:34][CH2:33][CH2:32][CH2:31][O:30][C:26]4[N:27]=[C:28]5[C:23]([CH:22]=[CH:21][C:20](=[O:19])[NH:29]5)=[CH:24][CH:25]=4)[CH2:4][CH2:3]3)[CH:9]=[CH:10][CH:11]=2)[NH:16]1, predict the reactants needed to synthesize it. The reactants are: Cl.[N:2]1([C:8]2[CH:9]=[CH:10][CH:11]=[C:12]3[C:17]=2[NH:16][C:15](=[O:18])[CH:14]=[CH:13]3)[CH2:7][CH2:6][NH:5][CH2:4][CH2:3]1.[O:19]=[C:20]1[NH:29][C:28]2[N:27]=[C:26]([O:30][CH2:31][CH2:32][CH2:33][CH:34]=O)[CH:25]=[CH:24][C:23]=2[CH:22]=[CH:21]1. (6) Given the product [F:15][C:16]1[CH:21]=[C:20]([C:2]2[C:11]3[C:6](=[CH:7][CH:8]=[CH:9][CH:10]=3)[C:5](=[O:12])[O:4][C:3]=2[CH2:13][OH:14])[CH:19]=[CH:18][CH:17]=1, predict the reactants needed to synthesize it. The reactants are: Br[C:2]1[C:11]2[C:6](=[CH:7][CH:8]=[CH:9][CH:10]=2)[C:5](=[O:12])[O:4][C:3]=1[CH2:13][OH:14].[F:15][C:16]1[CH:17]=[C:18](B(O)O)[CH:19]=[CH:20][CH:21]=1.C([O-])([O-])=O.[Cs+].[Cs+]. (7) Given the product [Br:3][C:4]1[CH:5]=[CH:6][C:7]([CH2:10][CH:11]([N:24]([CH3:35])[C:25](=[O:34])[O:26][CH2:27][C:28]2[CH:29]=[CH:30][CH:31]=[CH:32][CH:33]=2)[C:12]2[N:13]([CH3:23])[C:14]([CH2:17][C:18]([CH3:21])([CH3:22])[CH2:19][CH3:20])=[CH:15][N:16]=2)=[CH:8][CH:9]=1, predict the reactants needed to synthesize it. The reactants are: [H-].[Na+].[Br:3][C:4]1[CH:9]=[CH:8][C:7]([CH2:10][CH:11]([NH:24][C:25](=[O:34])[O:26][CH2:27][C:28]2[CH:33]=[CH:32][CH:31]=[CH:30][CH:29]=2)[C:12]2[N:13]([CH3:23])[C:14]([CH2:17][C:18]([CH3:22])([CH3:21])[CH2:19][CH3:20])=[CH:15][N:16]=2)=[CH:6][CH:5]=1.[CH3:35]I. (8) Given the product [ClH:1].[Cl:1][C:2]1[CH:7]=[CH:6][N:5]=[C:4]([C:8]([NH:10][CH3:11])=[O:9])[CH:3]=1, predict the reactants needed to synthesize it. The reactants are: [Cl:1][C:2]1[CH:7]=[CH:6][N:5]=[C:4]([C:8]([NH:10][CH3:11])=[O:9])[CH:3]=1.C(O)C.C(Cl)(=O)C.